From a dataset of Forward reaction prediction with 1.9M reactions from USPTO patents (1976-2016). Predict the product of the given reaction. (1) Given the reactants [Li+].[OH-].Br[C:4]1[CH:9]=[CH:8][C:7]([C:10]2[N:15]=[C:14]3[N:16]=[C:17]([O:19][C@H:20]4[C@H:24]5[O:25][CH2:26][C@@H:27]([OH:28])[C@H:23]5[O:22][CH2:21]4)[NH:18][C:13]3=[CH:12][C:11]=2[Cl:29])=[CH:6][CH:5]=1.[C:30]([C:33]1[CH:38]=[CH:37][C:36](B(O)O)=[CH:35][CH:34]=1)(=[O:32])[CH3:31], predict the reaction product. The product is: [OH:28][C@@H:27]1[CH2:26][O:25][C@@H:24]2[C@H:20]([O:19][C:17]3[NH:18][C:13]4[C:14]([N:16]=3)=[N:15][C:10]([C:7]3[CH:8]=[CH:9][C:4]([C:36]5[CH:37]=[CH:38][C:33]([C:30](=[O:32])[CH3:31])=[CH:34][CH:35]=5)=[CH:5][CH:6]=3)=[C:11]([Cl:29])[CH:12]=4)[CH2:21][O:22][C@H:23]12. (2) Given the reactants [CH2:1]([C:3]1[NH:7][C:6]2[CH:8]=[CH:9][CH:10]=[CH:11][C:5]=2[N:4]=1)[CH3:2].Br[CH2:13][C:14]1[CH:33]=[CH:32][C:17]2/[C:18](=[C:28](/[CH3:31])\[C:29]#[N:30])/[C:19]3[CH:26]=[CH:25][C:24]([F:27])=[CH:23][C:20]=3[O:21][CH2:22][C:16]=2[CH:15]=1, predict the reaction product. The product is: [CH2:1]([C:3]1[N:4]([CH2:13][C:14]2[CH:33]=[CH:32][C:17]3/[C:18](=[C:28](/[CH3:31])\[C:29]#[N:30])/[C:19]4[CH:26]=[CH:25][C:24]([F:27])=[CH:23][C:20]=4[O:21][CH2:22][C:16]=3[CH:15]=2)[C:5]2[CH:11]=[CH:10][CH:9]=[CH:8][C:6]=2[N:7]=1)[CH3:2]. (3) Given the reactants [N:1]([CH2:4][C@:5]([C:8]1[CH:13]=[CH:12][CH:11]=[CH:10][C:9]=1Br)([OH:7])[CH3:6])=[N+:2]=[N-:3].[B:15](OC(C)C)(OC(C)C)[O:16]C(C)C.[Li]CCCC, predict the reaction product. The product is: [N:1]([CH2:4][C@@:5]1([CH3:6])[O:7][B:15]([OH:16])[C:9]2[CH:10]=[CH:11][CH:12]=[CH:13][C:8]1=2)=[N+:2]=[N-:3]. (4) Given the reactants [NH2:1][C:2]1[CH:11]=[C:10]([C:12](=[O:18])[NH:13][CH2:14][CH2:15][O:16][CH3:17])[CH:9]=[CH:8][C:3]=1[C:4]([O:6]C)=[O:5].[OH-].[K+].C(O)(=O)C, predict the reaction product. The product is: [NH2:1][C:2]1[CH:11]=[C:10]([C:12](=[O:18])[NH:13][CH2:14][CH2:15][O:16][CH3:17])[CH:9]=[CH:8][C:3]=1[C:4]([OH:6])=[O:5]. (5) Given the reactants [Cl:1][C:2]1[CH:3]=[CH:4][C:5]([O:26][CH2:27][CH:28]([CH3:30])[CH3:29])=[C:6]([CH2:8][N:9]2[C:13]([CH3:14])=[CH:12][C:11]([C:15]([NH:17][C:18]3[CH:23]=[CH:22][C:21]([CH:24]=O)=[CH:20][CH:19]=3)=[O:16])=[N:10]2)[CH:7]=1.[NH:31]1[CH2:35][CH2:34][C@@H:33]([OH:36])[CH2:32]1.C(O[BH-](OC(=O)C)OC(=O)C)(=O)C.[Na+].C(OCC)(=O)C, predict the reaction product. The product is: [ClH:1].[Cl:1][C:2]1[CH:3]=[CH:4][C:5]([O:26][CH2:27][CH:28]([CH3:30])[CH3:29])=[C:6]([CH2:8][N:9]2[C:13]([CH3:14])=[CH:12][C:11]([C:15]([NH:17][C:18]3[CH:19]=[CH:20][C:21]([CH2:24][N:31]4[CH2:35][CH2:34][C@@H:33]([OH:36])[CH2:32]4)=[CH:22][CH:23]=3)=[O:16])=[N:10]2)[CH:7]=1. (6) The product is: [CH3:35][N:36]([CH2:29][C:28]1[CH:31]=[CH:32][C:25]([CH2:24][N:21]2[CH2:20][CH2:19][CH:18]([CH2:17][CH2:16][N:6]3[C:5]([O:33][CH3:34])=[N:4][C:3]4[C:7]3=[N:8][C:9]([O:11][CH2:12][CH2:13][O:14][CH3:15])=[N:10][C:2]=4[NH2:1])[CH2:23][CH2:22]2)=[CH:26][CH:27]=1)[CH3:37]. Given the reactants [NH2:1][C:2]1[N:10]=[C:9]([O:11][CH2:12][CH2:13][O:14][CH3:15])[N:8]=[C:7]2[C:3]=1[N:4]=[C:5]([O:33][CH3:34])[N:6]2[CH2:16][CH2:17][CH:18]1[CH2:23][CH2:22][N:21]([CH2:24][C:25]2[CH:32]=[CH:31][C:28]([CH:29]=O)=[CH:27][CH:26]=2)[CH2:20][CH2:19]1.[CH3:35][NH:36][CH3:37].C(O[BH-](OC(=O)C)OC(=O)C)(=O)C.[Na+].C(=O)([O-])O.[Na+], predict the reaction product. (7) Given the reactants [H-].[Na+].[CH2:3]([C:5]1([CH2:20][CH3:21])[C:11](=[O:12])[NH:10][C:9]2[CH:13]=[CH:14][C:15]([O:17][CH3:18])=[CH:16]C=2NC1=O)[CH3:4].[CH3:22]I.O.[CH3:25][N:26]([CH:28]=[O:29])[CH3:27], predict the reaction product. The product is: [CH2:20]([C:5]1([CH2:3][CH3:4])[C:11](=[O:12])[N:10]([CH3:22])[C:9]2[CH:13]=[CH:14][C:15]([O:17][CH3:18])=[CH:16][C:25]=2[N:26]([CH3:27])[C:28]1=[O:29])[CH3:21]. (8) Given the reactants ClC1C([N+]([O-])=O)=CC=CC=1C(O)=O.Cl[C:15]1[C:27]([N+:28]([O-])=O)=[CH:26][CH:25]=[CH:24][C:16]=1[C:17]([N:19]1[CH:23]=[CH:22][CH:21]=[CH:20]1)=[O:18].S(Cl)(Cl)=O.N1C=CC=C1.C(N(CC)CC)C, predict the reaction product. The product is: [NH2:28][C:27]1[CH:26]=[CH:25][CH:24]=[C:16]2[C:15]=1[CH:20]1[CH2:21][CH2:22][CH2:23][N:19]1[C:17]2=[O:18]. (9) Given the reactants C([O:4][C:5]1[CH:25]=[CH:24][C:8]([CH2:9][N:10]([C:14]2[C:19]([N+:20]([O-])=O)=[CH:18][CH:17]=[C:16]([Br:23])[N:15]=2)[C:11](=O)[CH3:12])=[C:7]([Cl:26])[CH:6]=1)(=O)C.C(O)(=O)C.C(Cl)(Cl)Cl.CO, predict the reaction product. The product is: [Br:23][C:16]1[N:15]=[C:14]2[N:10]([CH2:9][C:8]3[CH:24]=[CH:25][C:5]([OH:4])=[CH:6][C:7]=3[Cl:26])[C:11]([CH3:12])=[N:20][C:19]2=[CH:18][CH:17]=1.